Dataset: Catalyst prediction with 721,799 reactions and 888 catalyst types from USPTO. Task: Predict which catalyst facilitates the given reaction. (1) Product: [F:25][C:24]([F:26])([F:27])[C:21]1[CH:20]=[C:19]2[C:18](=[CH:23][CH:22]=1)[CH2:17][C:6]([C:7]([OH:9])=[O:8])([C:5]([OH:13])=[O:12])[CH2:28]2. Reactant: [Na].C(O)C.[C:5]([O:13]CC)(=[O:12])[CH2:6][C:7]([O:9]CC)=[O:8].Br[CH2:17][C:18]1[CH:23]=[CH:22][C:21]([C:24]([F:27])([F:26])[F:25])=[CH:20][C:19]=1[CH2:28]Br. The catalyst class is: 28. (2) Reactant: [Cl:1][C:2]1[CH:3]=[C:4]([C:10]2[CH:11]=[C:12]3[C:17](=[CH:18][CH:19]=2)[N:16]=[CH:15][C:14]([C:20](=[O:22])[CH3:21])=[C:13]3[NH:23][C@H:24]2[CH2:29][CH2:28][C@H:27]([CH2:30][N:31]([CH3:33])[CH3:32])[CH2:26][CH2:25]2)[CH:5]=[C:6]([F:9])[C:7]=1[OH:8].[ClH:34]. Product: [ClH:1].[ClH:34].[Cl:1][C:2]1[CH:3]=[C:4]([C:10]2[CH:11]=[C:12]3[C:17](=[CH:18][CH:19]=2)[N:16]=[CH:15][C:14]([C:20](=[O:22])[CH3:21])=[C:13]3[NH:23][C@H:24]2[CH2:29][CH2:28][C@H:27]([CH2:30][N:31]([CH3:32])[CH3:33])[CH2:26][CH2:25]2)[CH:5]=[C:6]([F:9])[C:7]=1[OH:8]. The catalyst class is: 5.